This data is from Full USPTO retrosynthesis dataset with 1.9M reactions from patents (1976-2016). The task is: Predict the reactants needed to synthesize the given product. (1) Given the product [F:1][C:2]1[CH:3]=[CH:4][C:5]([C:8]2[O:9][C:10]3[CH:20]=[C:19]([CH2:21][C:22]([O:24][CH3:25])=[O:23])[C:18]([C:42]4[CH:43]=[C:44]([CH:52]=[CH:53][CH:54]=4)[C:45]([O:47][C:48]([CH3:50])([CH3:51])[CH3:49])=[O:46])=[CH:17][C:11]=3[C:12]=2[C:13](=[O:16])[NH:14][CH3:15])=[CH:6][CH:7]=1, predict the reactants needed to synthesize it. The reactants are: [F:1][C:2]1[CH:7]=[CH:6][C:5]([C:8]2[O:9][C:10]3[CH:20]=[C:19]([CH2:21][C:22]([O:24][CH3:25])=[O:23])[C:18](OS(C(F)(F)F)(=O)=O)=[CH:17][C:11]=3[C:12]=2[C:13](=[O:16])[NH:14][CH3:15])=[CH:4][CH:3]=1.CC1(C)C(C)(C)OB([C:42]2[CH:43]=[C:44]([CH:52]=[CH:53][CH:54]=2)[C:45]([O:47][C:48]([CH3:51])([CH3:50])[CH3:49])=[O:46])O1.C(=O)([O-])[O-].[Cs+].[Cs+].N#N. (2) Given the product [CH3:1][NH:2][C:3]1[N:8]=[C:7]([CH2:9][CH2:10][O:24][C:25]2[CH:45]=[CH:44][C:28]3[CH2:29][C@@H:30]([CH2:40][C:41]([O:43][CH3:13])=[O:42])[C:31](=[O:39])[N:32]([CH2:34][C:35]([F:38])([F:36])[F:37])[CH2:33][C:27]=3[CH:26]=2)[CH:6]=[CH:5][CH:4]=1, predict the reactants needed to synthesize it. The reactants are: [CH3:1][NH:2][C:3]1[N:8]=[C:7]([CH:9](O)[CH3:10])[CH:6]=[CH:5][CH:4]=1.O[CH2:13]CCNC1C=CC=C[N+]=1[O-].[OH:24][C:25]1[CH:45]=[CH:44][C:28]2[CH2:29][C@@H:30]([CH2:40][C:41]([O-:43])=[O:42])[C:31](=[O:39])[N:32]([CH2:34][C:35]([F:38])([F:37])[F:36])[CH2:33][C:27]=2[CH:26]=1.OC1C=CC2C[C@H](CC([O-])=O)C(=O)N(CC(F)(F)F)CC=2C=1. (3) Given the product [CH3:1][C:2]1([CH3:21])[C:11]2[N:10]=[C:9]([N:12]3[CH2:17][CH2:16][CH:15]([CH3:18])[CH2:14][CH2:13]3)[C:26]([C:25]([OH:22])=[O:27])=[CH:7][C:6]=2[CH2:5][CH2:4][CH2:3]1, predict the reactants needed to synthesize it. The reactants are: [CH3:1][C:2]1([CH3:21])[C:11]2[N:10]=[C:9]([N:12]3[CH2:17][CH2:16][CH:15]([CH3:18])[CH2:14][CH2:13]3)C(C#N)=[CH:7][C:6]=2[CH2:5][CH2:4][CH2:3]1.[OH-:22].[K+].Cl.[CH2:25]([OH:27])[CH3:26]. (4) Given the product [CH:13]([N:16]1[C:20]2[N:21]=[C:22]([C:31]3[CH:32]=[CH:33][C:34]([NH:37][C:5]([NH:43][C:40]4[CH:41]=[CH:42][NH:38][CH:39]=4)=[O:11])=[CH:35][CH:36]=3)[N:23]=[C:24]([N:25]3[CH2:30][CH2:29][O:28][CH2:27][CH2:26]3)[C:19]=2[N:18]=[N:17]1)([CH3:15])[CH3:14], predict the reactants needed to synthesize it. The reactants are: ClC(Cl)(O[C:5](=[O:11])OC(Cl)(Cl)Cl)Cl.[CH:13]([N:16]1[C:20]2[N:21]=[C:22]([C:31]3[CH:36]=[CH:35][C:34]([NH2:37])=[CH:33][CH:32]=3)[N:23]=[C:24]([N:25]3[CH2:30][CH2:29][O:28][CH2:27][CH2:26]3)[C:19]=2[N:18]=[N:17]1)([CH3:15])[CH3:14].[NH:38]1[CH:42]=[CH:41][C:40]([NH2:43])=[CH:39]1.CCN(CC)CC. (5) Given the product [C:1]([C:3]1[CH:4]=[C:5]([CH:45]=[C:46]([C:48]([F:51])([F:50])[F:49])[CH:47]=1)[CH2:6][N:7]([CH2:25][C:26]1[CH:31]=[C:30]([O:32][CH3:33])[C:29]([O:34][CH3:35])=[CH:28][C:27]=1[C:53]1[C:58]([O:59][CH3:60])=[CH:57][CH:56]=[C:55]([C:61]([CH3:63])=[CH2:62])[N:54]=1)[C:8]1[N:13]=[CH:12][C:11]([O:14][CH2:15][CH2:16][CH2:17][C:18]([O:20][C:21]([CH3:23])([CH3:24])[CH3:22])=[O:19])=[CH:10][N:9]=1)#[N:2], predict the reactants needed to synthesize it. The reactants are: [C:1]([C:3]1[CH:4]=[C:5]([CH:45]=[C:46]([C:48]([F:51])([F:50])[F:49])[CH:47]=1)[CH2:6][N:7]([CH2:25][C:26]1[CH:31]=[C:30]([O:32][CH3:33])[C:29]([O:34][CH3:35])=[CH:28][C:27]=1B1OC(C)(C)C(C)(C)O1)[C:8]1[N:13]=[CH:12][C:11]([O:14][CH2:15][CH2:16][CH2:17][C:18]([O:20][C:21]([CH3:24])([CH3:23])[CH3:22])=[O:19])=[CH:10][N:9]=1)#[N:2].Br[C:53]1[C:58]([O:59][CH3:60])=[CH:57][CH:56]=[C:55]([C:61]([CH3:63])=[CH2:62])[N:54]=1.C(=O)([O-])[O-].[Cs+].[Cs+].C(OCC)(=O)C. (6) Given the product [NH2:35][C:20]1[C:19]2[C:23](=[CH:24][C:25]([Cl:26])=[C:17]([C:11]3[CH:16]=[CH:15][CH:14]=[CH:13][CH:12]=3)[CH:18]=2)[N:22]([CH2:27][O:28][CH2:29][CH2:30][Si:31]([CH3:34])([CH3:33])[CH3:32])[N:21]=1, predict the reactants needed to synthesize it. The reactants are: C(CN)O.C(=O)([O-])[O-].[K+].[K+].[C:11]1([C:17]2[CH:18]=[C:19]3[C:23](=[CH:24][C:25]=2[Cl:26])[N:22]([CH2:27][O:28][CH2:29][CH2:30][Si:31]([CH3:34])([CH3:33])[CH3:32])[N:21]=[C:20]3[NH:35]C(=O)CCC)[CH:16]=[CH:15][CH:14]=[CH:13][CH:12]=1. (7) Given the product [CH2:1]([O:3][C:4](=[O:14])[CH2:5][S:6][C:7]1[CH:12]=[CH:11][C:10]([O:13][CH2:22][CH:23]([CH2:26][CH3:27])[CH2:24][CH3:25])=[CH:9][CH:8]=1)[CH3:2], predict the reactants needed to synthesize it. The reactants are: [CH2:1]([O:3][C:4](=[O:14])[CH2:5][S:6][C:7]1[CH:12]=[CH:11][C:10]([OH:13])=[CH:9][CH:8]=1)[CH3:2].C([O-])([O-])=O.[K+].[K+].Br[CH2:22][CH:23]([CH2:26][CH3:27])[CH2:24][CH3:25]. (8) The reactants are: C(OC([NH:8][C@H:9]1[C:15](=[O:16])[NH:14][C:13]2[CH:17]=[CH:18][CH:19]=[CH:20][C:12]=2[O:11][C@H:10]1[CH3:21])=O)(C)(C)C.[F:22][C:23]([F:28])([F:27])[C:24]([OH:26])=[O:25].ClCCl.O1CCCC1. Given the product [F:22][C:23]([F:28])([F:27])[C:24]([OH:26])=[O:25].[NH2:8][C@H:9]1[C:15](=[O:16])[NH:14][C:13]2[CH:17]=[CH:18][CH:19]=[CH:20][C:12]=2[O:11][C@H:10]1[CH3:21], predict the reactants needed to synthesize it. (9) Given the product [CH2:19]([O:17][C:16]1[C:15]([CH3:18])=[CH:14][C:11]([CH:12]=[O:13])=[CH:10][C:9]=1[CH2:7][CH3:8])[C:20]1[CH:25]=[CH:24][CH:23]=[CH:22][CH:21]=1, predict the reactants needed to synthesize it. The reactants are: C([O-])([O-])=O.[K+].[K+].[CH2:7]([C:9]1[CH:10]=[C:11]([CH:14]=[C:15]([CH3:18])[C:16]=1[OH:17])[CH:12]=[O:13])[CH3:8].[CH2:19](Br)[C:20]1[CH:25]=[CH:24][CH:23]=[CH:22][CH:21]=1. (10) Given the product [Br:8][C:4]1[CH:3]=[C:2]([CH2:1][CH:26]([C:20]2[S:21][CH:22]=[C:23]3[O:24][CH2:25][CH2:17][O:18][C:19]=23)[OH:27])[CH:7]=[CH:6][N:5]=1, predict the reactants needed to synthesize it. The reactants are: [CH3:1][C:2]1[CH:7]=[CH:6][N:5]=[C:4]([Br:8])[CH:3]=1.[Li+].CC([N-]C(C)C)C.[CH2:17]1[CH2:25][O:24][C:23]2[C:19](=[C:20]([CH:26]=[O:27])[S:21][CH:22]=2)[O:18]1.CCOC(C)=O.